Task: Predict the product of the given reaction.. Dataset: Forward reaction prediction with 1.9M reactions from USPTO patents (1976-2016) (1) Given the reactants CO[C:3]1[C:18](OC)=[CH:17][C:6]2[CH2:7][C:8](=O)[N:9](CCCI)[CH:10]=[CH:11][C:5]=2[CH:4]=1.C(=O)([O-])[O-].[K+].[K+], predict the reaction product. The product is: [NH:9]1[C:10]2[CH:11]=[CH:5][CH:4]=[CH:3][C:18]=2[CH:17]=[CH:6][CH:7]=[CH:8]1. (2) Given the reactants [CH3:1][S:2]([C:5]1[CH:10]=[CH:9][C:8]([C:11]2[CH:12]=[CH:13][C:14]([O:17][CH2:18][CH:19]3[CH2:24][CH2:23][NH:22][CH2:21][CH2:20]3)=[N:15][CH:16]=2)=[CH:7][CH:6]=1)(=[O:4])=[O:3].[N:25]1[CH:30]=[CH:29][CH:28]=[CH:27][C:26]=1[C:31](O)=[O:32], predict the reaction product. The product is: [CH3:1][S:2]([C:5]1[CH:10]=[CH:9][C:8]([C:11]2[CH:12]=[CH:13][C:14]([O:17][CH2:18][CH:19]3[CH2:24][CH2:23][N:22]([C:31]([C:26]4[CH:27]=[CH:28][CH:29]=[CH:30][N:25]=4)=[O:32])[CH2:21][CH2:20]3)=[N:15][CH:16]=2)=[CH:7][CH:6]=1)(=[O:3])=[O:4].